Dataset: Peptide-MHC class I binding affinity with 185,985 pairs from IEDB/IMGT. Task: Regression. Given a peptide amino acid sequence and an MHC pseudo amino acid sequence, predict their binding affinity value. This is MHC class I binding data. (1) The peptide sequence is ILGLPTQTV. The MHC is HLA-A11:01 with pseudo-sequence HLA-A11:01. The binding affinity (normalized) is 0.0847. (2) The peptide sequence is RRGKANKPR. The MHC is HLA-A03:01 with pseudo-sequence HLA-A03:01. The binding affinity (normalized) is 0.0847. (3) The peptide sequence is GLIVLPFYK. The MHC is HLA-A03:01 with pseudo-sequence HLA-A03:01. The binding affinity (normalized) is 0.779. (4) The peptide sequence is ISPGHVYAKS. The MHC is Mamu-A01 with pseudo-sequence Mamu-A01. The binding affinity (normalized) is 0.778. (5) The peptide sequence is MEFNSLLAI. The MHC is HLA-B15:01 with pseudo-sequence HLA-B15:01. The binding affinity (normalized) is 0.0847. (6) The peptide sequence is SWWTSLNFL. The MHC is Patr-A0301 with pseudo-sequence Patr-A0301. The binding affinity (normalized) is 0.0724.